Dataset: Forward reaction prediction with 1.9M reactions from USPTO patents (1976-2016). Task: Predict the product of the given reaction. (1) Given the reactants Br[C:2]1[CH:30]=[CH:29][CH:28]=[CH:27][C:3]=1[CH2:4][CH2:5][NH:6][C:7]1[C:8]([C:21]2[CH:26]=[CH:25][CH:24]=[CH:23][CH:22]=2)=[N:9][C:10]2[C:15]([N:16]=1)=[CH:14][C:13]([C:17]([O:19][CH3:20])=[O:18])=[CH:12][CH:11]=2.C1C=CC(P(C2C(C3C(P(C4C=CC=CC=4)C4C=CC=CC=4)=CC=C4C=3C=CC=C4)=C3C(C=CC=C3)=CC=2)C2C=CC=CC=2)=CC=1.C([O-])([O-])=O.[Cs+].[Cs+], predict the reaction product. The product is: [N:6]1([C:7]2[C:8]([C:21]3[CH:26]=[CH:25][CH:24]=[CH:23][CH:22]=3)=[N:9][C:10]3[C:15]([N:16]=2)=[CH:14][C:13]([C:17]([O:19][CH3:20])=[O:18])=[CH:12][CH:11]=3)[C:2]2[C:3](=[CH:27][CH:28]=[CH:29][CH:30]=2)[CH2:4][CH2:5]1. (2) Given the reactants [CH3:1][O:2][C:3](=[O:11])[C:4]1[CH:9]=[CH:8][C:7](F)=[CH:6][CH:5]=1.[CH3:12][N:13]1[CH2:18][CH2:17][NH:16][CH2:15][CH2:14]1.C(=O)([O-])[O-].[K+].[K+], predict the reaction product. The product is: [CH3:1][O:2][C:3](=[O:11])[C:4]1[CH:9]=[CH:8][C:7]([N:16]2[CH2:17][CH2:18][N:13]([CH3:12])[CH2:14][CH2:15]2)=[CH:6][CH:5]=1.